From a dataset of Forward reaction prediction with 1.9M reactions from USPTO patents (1976-2016). Predict the product of the given reaction. (1) Given the reactants [CH:1]([O:4][C:5]1[CH:6]=[C:7]([CH:11]=[C:12]([O:14][CH:15]([CH3:17])[CH3:16])[CH:13]=1)[C:8]([OH:10])=O)([CH3:3])[CH3:2].[CH2:18]([O:20][C:21](=[O:32])[CH2:22][CH2:23][S:24][CH2:25][C:26]1[N:27]=[C:28]([NH2:31])[S:29][CH:30]=1)[CH3:19], predict the reaction product. The product is: [CH2:18]([O:20][C:21](=[O:32])[CH2:22][CH2:23][S:24][CH2:25][C:26]1[N:27]=[C:28]([NH:31][C:8](=[O:10])[C:7]2[CH:11]=[C:12]([O:14][CH:15]([CH3:17])[CH3:16])[CH:13]=[C:5]([O:4][CH:1]([CH3:2])[CH3:3])[CH:6]=2)[S:29][CH:30]=1)[CH3:19]. (2) Given the reactants [C:1]([C:5]1[N:6]=[C:7]([N:16]2[CH2:20][CH2:19][C:18]([F:22])([F:21])[CH2:17]2)[C:8]2[N:13]=[N:12][N:11]([CH2:14][CH3:15])[C:9]=2[N:10]=1)([CH3:4])([CH3:3])[CH3:2].C(C1N=C(N2CCC(F)(F)C2)[C:30]2[N:35]=[N:34][NH:33][C:31]=2N=1)(C)(C)C.Cl.ClCC1N(C)N=NC=1, predict the reaction product. The product is: [C:1]([C:5]1[N:6]=[C:7]([N:16]2[CH2:20][CH2:19][C:18]([F:21])([F:22])[CH2:17]2)[C:8]2[N:13]=[N:12][N:11]([CH2:14][C:15]3[N:35]([CH3:30])[N:34]=[N:33][CH:31]=3)[C:9]=2[N:10]=1)([CH3:2])([CH3:3])[CH3:4]. (3) Given the reactants Cl[C:2]1[C:3]2[C:10]([C:11]([C:13]3[CH:14]=[C:15]([C:19]4[CH:24]=[CH:23][C:22]([N:25]([CH3:27])[CH3:26])=[CH:21][CH:20]=4)[CH:16]=[CH:17][CH:18]=3)=[O:12])=[CH:9][N:8]([CH:28]3[CH2:32][CH2:31][CH2:30][CH2:29]3)[C:4]=2[N:5]=[CH:6][N:7]=1.[NH4+:33].[OH-], predict the reaction product. The product is: [NH2:33][C:2]1[C:3]2[C:10]([C:11]([C:13]3[CH:14]=[C:15]([C:19]4[CH:24]=[CH:23][C:22]([N:25]([CH3:27])[CH3:26])=[CH:21][CH:20]=4)[CH:16]=[CH:17][CH:18]=3)=[O:12])=[CH:9][N:8]([CH:28]3[CH2:32][CH2:31][CH2:30][CH2:29]3)[C:4]=2[N:5]=[CH:6][N:7]=1. (4) Given the reactants [Cl:1][C:2]1[CH:10]=[CH:9][C:8]([C:11]2[N:12]([C:22]([O:24][C:25]([CH3:28])([CH3:27])[CH3:26])=[O:23])[C:13]3[C:18]([CH:19]=2)=[CH:17][C:16]([CH:20]=O)=[CH:15][CH:14]=3)=[C:7]2[C:3]=1[CH2:4][NH:5][C:6]2=[O:29].[NH:30]1[CH2:34][CH2:33][CH2:32][CH2:31]1.C(O)(=O)C.C(O[BH-](OC(=O)C)OC(=O)C)(=O)C.[Na+].Cl, predict the reaction product. The product is: [Cl:1][C:2]1[CH:10]=[CH:9][C:8]([C:11]2[N:12]([C:22]([O:24][C:25]([CH3:27])([CH3:28])[CH3:26])=[O:23])[C:13]3[C:18]([CH:19]=2)=[CH:17][C:16]([CH2:20][N:30]2[CH2:34][CH2:33][CH2:32][CH2:31]2)=[CH:15][CH:14]=3)=[C:7]2[C:3]=1[CH2:4][NH:5][C:6]2=[O:29]. (5) Given the reactants [CH3:1][O:2][C:3]1[CH:40]=[C:39]([O:41][CH3:42])[CH:38]=[CH:37][C:4]=1[CH2:5][NH:6][C:7]1[C:8]2[CH:15]=[CH:14][N:13]([C@H:16]3[C@@H:20]4[O:21][C:22]([CH3:25])([CH3:24])[O:23][C@@H:19]4[C@@H:18]([CH2:26][N:27]([CH3:36])[CH:28]4[CH2:31][CH:30]([CH2:32][C:33]([OH:35])=O)[CH2:29]4)[O:17]3)[C:9]=2[N:10]=[CH:11][N:12]=1.[C:43]([C:47]1[CH:48]=[C:49]([NH2:54])[C:50]([NH2:53])=[CH:51][CH:52]=1)([CH3:46])([CH3:45])[CH3:44].C(N(CC)C(C)C)(C)C.F[P-](F)(F)(F)(F)F.C[N+](C)=C(N(C)C)ON1C2N=CC=CC=2N=N1, predict the reaction product. The product is: [NH2:54][C:49]1[CH:48]=[C:47]([C:43]([CH3:45])([CH3:44])[CH3:46])[CH:52]=[CH:51][C:50]=1[NH:53][C:33](=[O:35])[CH2:32][CH:30]1[CH2:29][CH:28]([N:27]([CH2:26][C@@H:18]2[C@@H:19]3[C@@H:20]([O:21][C:22]([CH3:25])([CH3:24])[O:23]3)[C@H:16]([N:13]3[C:9]4[N:10]=[CH:11][N:12]=[C:7]([NH:6][CH2:5][C:4]5[CH:37]=[CH:38][C:39]([O:41][CH3:42])=[CH:40][C:3]=5[O:2][CH3:1])[C:8]=4[CH:15]=[CH:14]3)[O:17]2)[CH3:36])[CH2:31]1. (6) Given the reactants [CH3:1][C:2]([O:5][C:6]([NH:8][C@:9]([CH3:17])([C:14]([OH:16])=[O:15])[CH2:10][CH:11]([CH3:13])[CH3:12])=[O:7])([CH3:4])[CH3:3].[Si](C=[N+]=[N-])(C)(C)[CH3:19], predict the reaction product. The product is: [CH3:1][C:2]([O:5][C:6]([NH:8][C@:9]([CH3:17])([C:14]([O:16][CH3:19])=[O:15])[CH2:10][CH:11]([CH3:12])[CH3:13])=[O:7])([CH3:3])[CH3:4]. (7) Given the reactants [F:1][C:2]1[CH:3]=[CH:4][C:5](B(O)O)=[C:6]2[C:10]=1[C@H:9]([O:11][C:12]1[CH:25]=[CH:24][C:15]3[C@H:16]([CH2:19][C:20]([O:22][CH3:23])=[O:21])[CH2:17][O:18][C:14]=3[CH:13]=1)[CH2:8][CH2:7]2.[OH:29][C:30]1[CH:38]=[CH:37][C:33]([CH2:34][C:35]#[N:36])=[CH:32][CH:31]=1, predict the reaction product. The product is: [CH3:23][O:22][C:20](=[O:21])[CH2:19][C@H:16]1[C:15]2[CH:24]=[CH:25][C:12]([O:11][C@H:9]3[C:10]4[C:6](=[C:5]([O:29][C:30]5[CH:38]=[CH:37][C:33]([CH2:34][C:35]#[N:36])=[CH:32][CH:31]=5)[CH:4]=[CH:3][C:2]=4[F:1])[CH2:7][CH2:8]3)=[CH:13][C:14]=2[O:18][CH2:17]1. (8) Given the reactants [CH2:1]([Si:3]([CH2:19][CH3:20])([CH2:17][CH3:18])[O:4][C:5](/[C:7](=[CH:15]/[CH3:16])/[CH2:8][CH2:9][C:10]([O:12][CH2:13][CH3:14])=[O:11])=[CH2:6])[CH3:2].CC(C)(C)/C(/O)=C/C(C(C(C(F)(F)F)(F)F)(F)F)=O.CC(C)(C)/C(/O)=C/C(C(C(C(F)(F)F)(F)F)(F)F)=O.CC(C)(C)/C(/O)=C/C(C(C(C(F)(F)F)(F)F)(F)F)=O.[Eu].[N+:79]([C:82]1[CH:89]=[N:88][CH:87]=[CH:86][C:83]=1[CH:84]=[O:85])([O-:81])=[O:80], predict the reaction product. The product is: [CH3:16][C@@H:15]1[C:7]([CH2:8][CH2:9][C:10]([O:12][CH2:13][CH3:14])=[O:11])=[C:5]([O:4][Si:3]([CH2:1][CH3:2])([CH2:17][CH3:18])[CH2:19][CH3:20])[CH2:6][C@H:84]([C:83]2[CH:86]=[CH:87][N:88]=[CH:89][C:82]=2[N+:79]([O-:81])=[O:80])[O:85]1. (9) Given the reactants Cl[C:2]1[CH:11]=[CH:10][C:9]2[C:4](=[CH:5][CH:6]=[C:7]([Br:12])[CH:8]=2)[N:3]=1.[CH3:13][O-:14].[Na+], predict the reaction product. The product is: [Br:12][C:7]1[CH:8]=[C:9]2[C:4](=[CH:5][CH:6]=1)[N:3]=[C:2]([O:14][CH3:13])[CH:11]=[CH:10]2.